Dataset: Reaction yield outcomes from USPTO patents with 853,638 reactions. Task: Predict the reaction yield, written as a fraction of the theoretical maximum amount of product (1.0 means a 100% yield; for example, 0.34 means a 34% yield). (1) The reactants are C(N(CC)CC)C.Cl.[NH2:9][CH2:10][C:11]1[CH:19]=[CH:18][CH:17]=[C:16]2[C:12]=1[CH2:13][N:14]([CH:21]1[CH2:26][CH2:25][C:24](=[O:27])[NH:23][C:22]1=[O:28])[C:15]2=[O:20].[Cl:29][CH2:30][C:31](Cl)=[O:32]. The catalyst is C1COCC1. The product is [Cl:29][CH2:30][C:31]([NH:9][CH2:10][C:11]1[CH:19]=[CH:18][CH:17]=[C:16]2[C:12]=1[CH2:13][N:14]([CH:21]1[CH2:26][CH2:25][C:24](=[O:27])[NH:23][C:22]1=[O:28])[C:15]2=[O:20])=[O:32]. The yield is 0.760. (2) The reactants are [Cl:1][C:2]1[CH:3]=[C:4](B(O)O)[CH:5]=[CH:6][CH:7]=1.I[C:12]1[CH:13]=[N:14][CH:15]=[CH:16][CH:17]=1.C(=O)([O-])[O-].[K+].[K+].C(O)C. The catalyst is C1(C)C=CC=CC=1.C1(P(C2C=CC=CC=2)C2C=CC=CC=2)C=CC=CC=1.C1(P(C2C=CC=CC=2)C2C=CC=CC=2)C=CC=CC=1.C1(P(C2C=CC=CC=2)C2C=CC=CC=2)C=CC=CC=1.C1(P(C2C=CC=CC=2)C2C=CC=CC=2)C=CC=CC=1.[Pd].O. The product is [Cl:1][C:2]1[CH:3]=[C:4]([C:12]2[CH:13]=[N:14][CH:15]=[CH:16][CH:17]=2)[CH:5]=[CH:6][CH:7]=1. The yield is 0.900. (3) The reactants are [CH3:1][C:2]([C:5]1[CH:10]=[CH:9][C:8]([CH2:11][N:12]2[C:17](=[O:18])[CH2:16][C:15](=[O:19])[N:14]([CH2:20][C:21]3[CH:26]=[CH:25][C:24]([C:27]([CH3:30])([CH3:29])[CH3:28])=[CH:23][CH:22]=3)[C:13]2=[O:31])=[CH:7][CH:6]=1)([CH3:4])[CH3:3].C(N(C(C)C)CC)(C)C.[N:41]([CH2:44][C:45]([O:47]CC)=[O:46])=[C:42]=[O:43]. The catalyst is ClCCl. The product is [CH3:28][C:27]([C:24]1[CH:23]=[CH:22][C:21]([CH2:20][N:14]2[C:15]([OH:19])=[C:16]([C:42]([NH:41][CH2:44][C:45]([OH:47])=[O:46])=[O:43])[C:17](=[O:18])[N:12]([CH2:11][C:8]3[CH:7]=[CH:6][C:5]([C:2]([CH3:1])([CH3:3])[CH3:4])=[CH:10][CH:9]=3)[C:13]2=[O:31])=[CH:26][CH:25]=1)([CH3:30])[CH3:29]. The yield is 0.810. (4) The reactants are [C:1]([O:7][CH2:8][CH3:9])(=[O:6])[CH2:2][C:3]([CH3:5])=O.[F:10][C:11]1[CH:18]=[CH:17][C:16]([Br:19])=[CH:15][C:12]=1[CH:13]=O.[NH4+:20].[OH-:21]. The catalyst is CCO.C(Cl)Cl. The product is [Br:19][C:16]1[CH:17]=[CH:18][C:11]([F:10])=[C:12]([CH:13]2[C:2]([C:1]([O:7][CH2:8][CH3:9])=[O:6])=[C:3]([CH3:5])[NH:20][C:3]([CH3:5])=[C:2]2[C:1]([O:7][CH2:8][CH3:9])=[O:21])[CH:15]=1. The yield is 0.470. (5) The reactants are CS([C:5]1[N:10]=[C:9]([C:11]2[CH:12]=[C:13]3[CH:29]=[N:28][NH:27][C:14]3=[N:15][C:16]=2[C:17]2[CH:22]=[CH:21][CH:20]=[C:19]([C:23]([F:26])([F:25])[F:24])[CH:18]=2)[CH:8]=[CH:7][N:6]=1)(=O)=O.[C:30]1([C@@H:36]([NH2:38])[CH3:37])[CH:35]=[CH:34][CH:33]=[CH:32][CH:31]=1. No catalyst specified. The product is [C:30]1([C@@H:36]([NH:38][C:5]2[N:10]=[C:9]([C:11]3[CH:12]=[C:13]4[CH:29]=[N:28][NH:27][C:14]4=[N:15][C:16]=3[C:17]3[CH:22]=[CH:21][CH:20]=[C:19]([C:23]([F:25])([F:26])[F:24])[CH:18]=3)[CH:8]=[CH:7][N:6]=2)[CH3:37])[CH:35]=[CH:34][CH:33]=[CH:32][CH:31]=1. The yield is 0.160. (6) The yield is 0.675. The catalyst is CN(C)C=O. The product is [CH2:26]([C:23]1[CH:24]=[CH:25][C:20]([CH:18]([OH:19])[CH2:17][O:1][C:2]2[CH:9]=[CH:8][C:5]([CH:6]=[O:7])=[CH:4][CH:3]=2)=[N:21][CH:22]=1)[CH3:27]. The reactants are [OH:1][C:2]1[CH:9]=[CH:8][C:5]([CH:6]=[O:7])=[CH:4][CH:3]=1.C(=O)([O-])[O-].[K+].[K+].Br[CH2:17][CH:18]([C:20]1[CH:25]=[CH:24][C:23]([CH2:26][CH3:27])=[CH:22][N:21]=1)[OH:19].O. (7) The reactants are [OH-].[Na+].[CH2:3]([O:14][C:15]1[CH:24]=[CH:23][CH:22]=[CH:21][C:16]=1[C:17]([O:19]C)=[O:18])[CH2:4][CH2:5]/[CH:6]=[CH:7]\[CH2:8][CH2:9][CH2:10][CH2:11][CH2:12][CH3:13]. The catalyst is CO. The product is [CH2:3]([O:14][C:15]1[CH:24]=[CH:23][CH:22]=[CH:21][C:16]=1[C:17]([OH:19])=[O:18])[CH2:4][CH2:5]/[CH:6]=[CH:7]\[CH2:8][CH2:9][CH2:10][CH2:11][CH2:12][CH3:13]. The yield is 0.990.